Dataset: Full USPTO retrosynthesis dataset with 1.9M reactions from patents (1976-2016). Task: Predict the reactants needed to synthesize the given product. (1) The reactants are: [Br:1][C:2]1[CH:7]=[CH:6][CH:5]=[C:4](Br)[N:3]=1.[CH3:9][S-:10].[Na+]. Given the product [Br:1][C:2]1[CH:7]=[CH:6][CH:5]=[C:4]([S:10][CH3:9])[N:3]=1, predict the reactants needed to synthesize it. (2) Given the product [CH:15]([C@H:9]1[NH:8][C:12](=[O:13])[CH2:11][C:10]1=[O:14])([CH3:17])[CH3:16], predict the reactants needed to synthesize it. The reactants are: C(OC([N:8]1[C:12](=[O:13])[CH2:11][C:10](=[O:14])[CH:9]1[CH:15]([CH3:17])[CH3:16])=O)CCC. (3) Given the product [CH2:27]([O:29][C:30]1[CH:31]=[C:32]([CH:47]=[C:48]([O:50][C:51]2[CH:56]=[CH:55][C:54]([C:57]([F:59])([F:58])[F:60])=[CH:53][N:52]=2)[CH:49]=1)[CH:33]=[C:34]1[CH2:35][CH2:36][N:37]([C:40]([NH:70][C:20]2[CH:19]=[N:18][CH:17]=[CH:22][CH:21]=2)=[O:42])[CH2:38][CH2:39]1)[CH3:28], predict the reactants needed to synthesize it. The reactants are: C(OP(CC1C=CC=C(O[C:17]2[CH:22]=[CH:21][C:20](C(F)(F)F)=[CH:19][N:18]=2)C=1)(=O)OCC)C.[CH2:27]([O:29][C:30]1[CH:31]=[C:32]([CH:47]=[C:48]([O:50][C:51]2[CH:56]=[CH:55][C:54]([C:57]([F:60])([F:59])[F:58])=[CH:53][N:52]=2)[CH:49]=1)[CH:33]=[C:34]1[CH2:39][CH2:38][N:37]([C:40]([O:42]C(C)(C)C)=O)[CH2:36][CH2:35]1)[CH3:28].[H-].[Na+].C(OC([N:70]1CCC(=O)CC1)=O)(C)(C)C.O.